Dataset: Forward reaction prediction with 1.9M reactions from USPTO patents (1976-2016). Task: Predict the product of the given reaction. Given the reactants C1COCC1.Br[C:7](Br)=[CH:8][CH2:9][CH2:10]/[CH:11]=[C:12](\[CH3:22])/[CH2:13][CH2:14][CH2:15][CH2:16][CH2:17][CH2:18][CH2:19][CH2:20][CH3:21].[Li]CCCC, predict the reaction product. The product is: [CH3:22]/[C:12](/[CH2:13][CH2:14][CH2:15][CH2:16][CH2:17][CH2:18][CH2:19][CH2:20][CH3:21])=[CH:11]\[CH2:10][CH2:9][C:8]#[CH:7].